This data is from Catalyst prediction with 721,799 reactions and 888 catalyst types from USPTO. The task is: Predict which catalyst facilitates the given reaction. Reactant: Cl[C:2]1[N:7]=[C:6]([N:8]2[C@@H:12]([CH:13]([CH3:15])[CH3:14])[CH2:11][O:10][C:9]2=[O:16])[CH:5]=[CH:4][N:3]=1.Cl.[CH3:18][O:19][C:20]1[CH:25]=[CH:24][C:23]([N:26]2[CH:30]=[C:29]([CH:31]([NH2:33])[CH3:32])[CH:28]=[N:27]2)=[CH:22][CH:21]=1.CCN(C(C)C)C(C)C. Product: [CH:13]([C@H:12]1[CH2:11][O:10][C:9](=[O:16])[N:8]1[C:6]1[CH:5]=[CH:4][N:3]=[C:2]([NH:33][C@@H:31]([C:29]2[CH:28]=[N:27][N:26]([C:23]3[CH:24]=[CH:25][C:20]([O:19][CH3:18])=[CH:21][CH:22]=3)[CH:30]=2)[CH3:32])[N:7]=1)([CH3:15])[CH3:14].[CH:13]([C@H:12]1[CH2:11][O:10][C:9](=[O:16])[N:8]1[C:6]1[CH:5]=[CH:4][N:3]=[C:2]([NH:33][C@H:31]([C:29]2[CH:28]=[N:27][N:26]([C:23]3[CH:24]=[CH:25][C:20]([O:19][CH3:18])=[CH:21][CH:22]=3)[CH:30]=2)[CH3:32])[N:7]=1)([CH3:15])[CH3:14]. The catalyst class is: 197.